Dataset: Reaction yield outcomes from USPTO patents with 853,638 reactions. Task: Predict the reaction yield, written as a fraction of the theoretical maximum amount of product (1.0 means a 100% yield; for example, 0.34 means a 34% yield). (1) The reactants are Br[CH2:2][C:3]([C:5]1[CH:19]=[CH:18][C:8]([C:9]([NH:11][CH2:12][CH2:13][C:14]([F:17])([F:16])[F:15])=[O:10])=[CH:7][CH:6]=1)=O.[CH3:20][CH:21]([CH3:26])[CH2:22][C:23](=[S:25])[NH2:24]. The catalyst is C1COCC1. The product is [CH2:22]([C:23]1[S:25][CH:2]=[C:3]([C:5]2[CH:19]=[CH:18][C:8]([C:9]([NH:11][CH2:12][CH2:13][C:14]([F:17])([F:16])[F:15])=[O:10])=[CH:7][CH:6]=2)[N:24]=1)[CH:21]([CH3:26])[CH3:20]. The yield is 0.740. (2) The catalyst is C1COCC1.CCOC(C)=O.O. The reactants are [F:1][C:2]([F:39])([F:38])[C:3]1[CH:4]=[C:5]([CH:35]=[CH:36][CH:37]=1)[C:6](=[N:8][O:9][C:10]([C:12]1[CH:34]=[CH:33][C:15]2[S:16][CH2:17][CH2:18][N:19]([S:20]([C:23]3[CH:28]=[CH:27][C:26]([C:29]([F:32])([F:31])[F:30])=[CH:25][CH:24]=3)(=[O:22])=[O:21])[C:14]=2[CH:13]=1)=O)[NH2:7].FC(F)(F)C1C=C(C2N=C(C3C=CC4SCCN(S(C5C=CC(C(F)(F)F)=CC=5)(=O)=O)C=4C=3)ON=2)C=CC=1.CCCC[N+](CCCC)(CCCC)CCCC.[F-].C1COCC1. The product is [F:38][C:2]([F:1])([F:39])[C:3]1[CH:4]=[C:5]([C:6]2[N:7]=[C:10]([C:12]3[CH:34]=[CH:33][C:15]4[S:16][CH2:17][CH2:18][N:19]([S:20]([C:23]5[CH:24]=[CH:25][C:26]([C:29]([F:30])([F:31])[F:32])=[CH:27][CH:28]=5)(=[O:21])=[O:22])[C:14]=4[CH:13]=3)[O:9][N:8]=2)[CH:35]=[CH:36][CH:37]=1. The yield is 0.450. (3) The reactants are F[C:2]1[C:3]([N+:18]([O-:20])=[O:19])=[C:4]([CH:14]=[C:15]([F:17])[CH:16]=1)[NH:5][C:6]1[CH:11]=[CH:10][C:9]([I:12])=[CH:8][C:7]=1[F:13].[C:21]([NH:28][C:29]1[CH:30]=[C:31]([OH:35])[CH:32]=[CH:33][CH:34]=1)([O:23][C:24]([CH3:27])([CH3:26])[CH3:25])=[O:22].C(=O)([O-])[O-].[Cs+].[Cs+]. The catalyst is CN(C=O)C. The product is [F:17][C:15]1[CH:14]=[C:4]([NH:5][C:6]2[CH:11]=[CH:10][C:9]([I:12])=[CH:8][C:7]=2[F:13])[C:3]([N+:18]([O-:20])=[O:19])=[C:2]([CH:16]=1)[O:35][C:31]1[CH:30]=[C:29]([NH:28][C:21](=[O:22])[O:23][C:24]([CH3:26])([CH3:25])[CH3:27])[CH:34]=[CH:33][CH:32]=1. The yield is 0.440. (4) The reactants are C([N:8]1[CH2:12][CH2:11][C:10]2([C:16]3[CH:17]=[CH:18][CH:19]=[CH:20][C:15]=3[S:14](=[O:22])(=[O:21])[NH:13]2)[CH2:9]1)C1C=CC=CC=1.C(O)=O. The catalyst is CO.[Pd]. The product is [NH:8]1[CH2:12][CH2:11][C:10]2([C:16]3[CH:17]=[CH:18][CH:19]=[CH:20][C:15]=3[S:14](=[O:22])(=[O:21])[NH:13]2)[CH2:9]1. The yield is 0.420. (5) The reactants are [F:1][C:2]1[C:7]([F:8])=[CH:6][CH:5]=[CH:4][C:3]=1[CH2:9][S:10][C:11]1[N:12]=[C:13]([NH:22][C:23]([CH3:28])([CH2:26][OH:27])[CH2:24][OH:25])[C:14]2[S:19][C:18]([O:20]C)=[N:17][C:15]=2[N:16]=1.Cl.[OH2:30]. The catalyst is O1CCOCC1. The product is [C:26]([O-:27])(=[O:30])[CH3:23].[NH4+:12].[F:1][C:2]1[C:7]([F:8])=[CH:6][CH:5]=[CH:4][C:3]=1[CH2:9][S:10][C:11]1[N:12]=[C:13]([NH:22][C:23]([CH2:26][OH:27])([CH3:28])[CH2:24][OH:25])[C:14]2[S:19][C:18](=[O:20])[NH:17][C:15]=2[N:16]=1. The yield is 0.00100. (6) The reactants are [Cl:1][C:2]1[CH:9]=[C:8]([N:10]([CH2:20][C:21]2[CH:26]=[CH:25][CH:24]=[CH:23][C:22]=2[CH3:27])[C@H:11]2[CH2:15][C:14](=[O:16])[N:13](CC=C)[CH2:12]2)[CH:7]=[CH:6][C:3]=1[C:4]#[N:5].C[N+]1([O-])CC[O:32]CC1.C1COCC1.[CH3:41][C:42]([OH:45])(C)[CH3:43].O. The catalyst is [Os](=O)(=O)(=O)=O.CC(O)(C)C. The product is [Cl:1][C:2]1[CH:9]=[C:8]([N:10]([C@H:11]2[CH2:15][C:14](=[O:16])[N:13]([CH2:41][CH:42]([OH:45])[CH2:43][OH:32])[CH2:12]2)[CH2:20][C:21]2[CH:26]=[CH:25][CH:24]=[CH:23][C:22]=2[CH3:27])[CH:7]=[CH:6][C:3]=1[C:4]#[N:5]. The yield is 0.370. (7) The reactants are [OH:1][CH2:2][C@H:3]1[CH2:14][CH2:13][C:12]2[S:11][C:10]3[C:5](=[C:6]([NH:15][CH:16]4[CH2:21][CH2:20][CH:19]([NH:22][C:23](=[O:29])[O:24][C:25]([CH3:28])([CH3:27])[CH3:26])[CH2:18][CH2:17]4)[N:7]=[CH:8][N:9]=3)[C:4]1=2.C(N(CC)CC)C.[CH3:37][S:38](Cl)(=[O:40])=[O:39]. The catalyst is ClCCl. The product is [CH3:37][S:38]([O:1][CH2:2][C@H:3]1[CH2:14][CH2:13][C:12]2[S:11][C:10]3[C:5](=[C:6]([NH:15][CH:16]4[CH2:17][CH2:18][CH:19]([NH:22][C:23](=[O:29])[O:24][C:25]([CH3:26])([CH3:28])[CH3:27])[CH2:20][CH2:21]4)[N:7]=[CH:8][N:9]=3)[C:4]1=2)(=[O:40])=[O:39]. The yield is 0.800. (8) The reactants are [NH2:1][C:2]1[CH:10]=[C:6]([C:7]([OH:9])=[O:8])[C:5]([OH:11])=[CH:4][CH:3]=1.[F:12][C:13]1[CH:20]=[CH:19][C:16]([CH2:17]Br)=[CH:15][CH:14]=1. No catalyst specified. The product is [F:12][C:13]1[CH:20]=[CH:19][C:16]([CH2:17][NH:1][C:2]2[CH:10]=[C:6]([C:7]([OH:9])=[O:8])[C:5]([OH:11])=[CH:4][CH:3]=2)=[CH:15][CH:14]=1. The yield is 0.440. (9) The reactants are [F:1][C:2]1[CH:3]=[CH:4][C:5]2[O:10][CH2:9][C@H:8]([CH2:11][N:12]3[CH2:17][CH2:16][CH2:15][C@@:14]([CH2:19][OH:20])([CH3:18])[CH2:13]3)[O:7][C:6]=2[CH:21]=1.[H-].[Na+].I[CH3:25].O. The catalyst is O1CCCC1. The product is [F:1][C:2]1[CH:3]=[CH:4][C:5]2[O:10][CH2:9][C@H:8]([CH2:11][N:12]3[CH2:17][CH2:16][CH2:15][C@@:14]([CH2:19][O:20][CH3:25])([CH3:18])[CH2:13]3)[O:7][C:6]=2[CH:21]=1. The yield is 0.890.